This data is from Reaction yield outcomes from USPTO patents with 853,638 reactions. The task is: Predict the reaction yield, written as a fraction of the theoretical maximum amount of product (1.0 means a 100% yield; for example, 0.34 means a 34% yield). The reactants are [CH3:1][O:2][CH:3](OC)[C:4]([O:6][CH3:7])=[O:5].C([Cl:13])(=O)C.[C:14]1([P:20]([C:27]2[CH:32]=[CH:31][CH:30]=[CH:29][CH:28]=2)[C:21]2[CH:26]=[CH:25][CH:24]=[CH:23][CH:22]=2)[CH:19]=[CH:18][CH:17]=[CH:16][CH:15]=1. The catalyst is II. The product is [Cl-:13].[CH3:1][O:2][CH:3]([P+:20]([C:21]1[CH:22]=[CH:23][CH:24]=[CH:25][CH:26]=1)([C:27]1[CH:32]=[CH:31][CH:30]=[CH:29][CH:28]=1)[C:14]1[CH:15]=[CH:16][CH:17]=[CH:18][CH:19]=1)[C:4]([O:6][CH3:7])=[O:5]. The yield is 0.880.